The task is: Predict which catalyst facilitates the given reaction.. This data is from Catalyst prediction with 721,799 reactions and 888 catalyst types from USPTO. (1) The catalyst class is: 30. Product: [OH:27][CH2:26][CH2:25][CH2:24][CH2:23][NH:22][C:2]1[C:11]([N+:12]([O-:14])=[O:13])=[CH:10][CH:9]=[CH:8][C:3]=1[C:4]([O:6][CH3:7])=[O:5]. Reactant: Cl[C:2]1[C:11]([N+:12]([O-:14])=[O:13])=[CH:10][CH:9]=[CH:8][C:3]=1[C:4]([O:6][CH3:7])=[O:5].C(N(CC)CC)C.[NH2:22][CH2:23][CH2:24][CH2:25][CH2:26][OH:27]. (2) Reactant: [CH2:1]([O:3][C:4]1[CH:9]=[CH:8][C:7]([C:10]#[C:11][C:12]2[CH:17]=[CH:16][C:15]([CH2:18][CH2:19][C:20]([OH:22])=O)=[CH:14][CH:13]=2)=[CH:6][CH:5]=1)[CH3:2].[CH3:23][N:24](C(ON1N=NC2C=CC=CC1=2)=[N+](C)C)C.[B-](F)(F)(F)F.CN.C(=O)([O-])O.[K+]. Product: [CH2:1]([O:3][C:4]1[CH:9]=[CH:8][C:7]([C:10]#[C:11][C:12]2[CH:17]=[CH:16][C:15]([CH2:18][CH2:19][C:20]([NH:24][CH3:23])=[O:22])=[CH:14][CH:13]=2)=[CH:6][CH:5]=1)[CH3:2]. The catalyst class is: 18.